From a dataset of Full USPTO retrosynthesis dataset with 1.9M reactions from patents (1976-2016). Predict the reactants needed to synthesize the given product. (1) Given the product [CH3:23][O:22][C:18](=[O:21])[CH:19]=[CH:20][C:2]1[CH:9]=[C:8]([CH3:10])[C:5]([CH:6]=[O:7])=[C:4]([CH3:11])[CH:3]=1, predict the reactants needed to synthesize it. The reactants are: N[C:2]1[CH:9]=[C:8]([CH3:10])[C:5]([CH:6]=[O:7])=[C:4]([CH3:11])[CH:3]=1.N([O-])=O.[Na+].CO.[C:18]([O:22][CH3:23])(=[O:21])[CH:19]=[CH2:20]. (2) Given the product [CH3:13][O:14][C:15]1[CH:20]=[CH:19][CH:18]=[CH:17][C:16]=1[C:21]1[NH:12][C:11]2[N:10]([N:9]=[CH:8][C:7]=2[C:2]2[CH:3]=[CH:4][CH:5]=[CH:6][N:1]=2)[C:23](=[O:24])[CH:22]=1, predict the reactants needed to synthesize it. The reactants are: [N:1]1[CH:6]=[CH:5][CH:4]=[CH:3][C:2]=1[C:7]1[CH:8]=[N:9][NH:10][C:11]=1[NH2:12].[CH3:13][O:14][C:15]1[CH:20]=[CH:19][CH:18]=[CH:17][C:16]=1[C:21](=O)[CH2:22][C:23](OC)=[O:24]. (3) Given the product [CH2:18]([O:20][C:21](=[O:28])[C@@H:22]([NH:23][C:12](=[O:14])[C:11]1[CH:10]=[CH:9][C:8]([N:5]2[CH2:4][CH2:3][C:2](=[O:1])[CH2:7][CH2:6]2)=[CH:16][CH:15]=1)[CH2:24][CH:25]([CH3:26])[CH3:27])[CH3:19], predict the reactants needed to synthesize it. The reactants are: [O:1]=[C:2]1[CH2:7][CH2:6][N:5]([C:8]2[CH:16]=[CH:15][C:11]([C:12]([OH:14])=O)=[CH:10][CH:9]=2)[CH2:4][CH2:3]1.Cl.[CH2:18]([O:20][C:21](=[O:28])[C@H:22]([CH2:24][CH:25]([CH3:27])[CH3:26])[NH2:23])[CH3:19]. (4) Given the product [C:1]1([C:11]2[N:16]=[C:15]([NH2:17])[N:14]=[C:13]([NH:18][CH2:19][CH2:20][C:21]3[CH:22]=[CH:23][CH:24]=[CH:25][CH:26]=3)[CH:12]=2)[CH:6]=[CH:5][CH:4]=[CH:3][CH:2]=1, predict the reactants needed to synthesize it. The reactants are: [C:1]1(B(O)O)[CH:6]=[CH:5][CH:4]=[CH:3][CH:2]=1.Cl[C:11]1[N:16]=[C:15]([NH2:17])[N:14]=[C:13]([NH:18][CH2:19][CH2:20][C:21]2[CH:26]=[CH:25][CH:24]=[CH:23][CH:22]=2)[CH:12]=1. (5) Given the product [Br:1][C:2]1[CH:9]=[CH:8][C:5]([CH2:6][N:11]2[CH2:16][CH2:15][O:14][CH2:13][CH2:12]2)=[CH:4][C:3]=1[F:10], predict the reactants needed to synthesize it. The reactants are: [Br:1][C:2]1[CH:9]=[CH:8][C:5]([CH:6]=O)=[CH:4][C:3]=1[F:10].[NH:11]1[CH2:16][CH2:15][O:14][CH2:13][CH2:12]1.C(O[BH-](OC(=O)C)OC(=O)C)(=O)C.[Na+].C([O-])(O)=O.[Na+].[OH-].[K+]. (6) Given the product [CH3:17][C:16]([S@@:14]([N:13]1[CH2:2][CH2:3][CH2:4][C@@H:5]1[C:6]1[CH:11]=[CH:10][C:9]([Cl:12])=[CH:8][CH:7]=1)=[O:15])([CH3:19])[CH3:18], predict the reactants needed to synthesize it. The reactants are: Cl[CH2:2][CH2:3][CH2:4]/[C:5](=[N:13]\[S@:14]([C:16]([CH3:19])([CH3:18])[CH3:17])=[O:15])/[C:6]1[CH:11]=[CH:10][C:9]([Cl:12])=[CH:8][CH:7]=1. (7) Given the product [Cl:26][C:23]1[CH:24]=[CH:25][C:20]([O:19][C:13]2[CH:12]=[C:11]3[C:16]([C:17]([OH:18])=[C:8]([C:6]([NH:27][C@@H:28]([CH3:29])[C:30]([OH:32])=[O:31])=[O:7])[N:9]=[CH:10]3)=[CH:15][CH:14]=2)=[CH:21][CH:22]=1, predict the reactants needed to synthesize it. The reactants are: C(O[C:6]([C:8]1[N:9]=[CH:10][C:11]2[C:16]([C:17]=1[OH:18])=[CH:15][CH:14]=[C:13]([O:19][C:20]1[CH:25]=[CH:24][C:23]([Cl:26])=[CH:22][CH:21]=1)[CH:12]=2)=[O:7])CCC.[NH2:27][C@H:28]([C:30]([OH:32])=[O:31])[CH3:29].